This data is from Forward reaction prediction with 1.9M reactions from USPTO patents (1976-2016). The task is: Predict the product of the given reaction. (1) Given the reactants [C:1]([C:3]1[C:7]([C:8]2[CH:13]=[CH:12][C:11]([C:14]#[N:15])=[CH:10][CH:9]=2)=[C:6]([CH3:16])[N:5]([CH2:17][C:18]2[CH:26]=[CH:25][C:21]([C:22]([OH:24])=O)=[CH:20][CH:19]=2)[C:4]=1[CH3:27])#[N:2].[CH3:28][NH:29][CH3:30], predict the reaction product. The product is: [C:1]([C:3]1[C:7]([C:8]2[CH:9]=[CH:10][C:11]([C:14]#[N:15])=[CH:12][CH:13]=2)=[C:6]([CH3:16])[N:5]([CH2:17][C:18]2[CH:26]=[CH:25][C:21]([C:22]([N:29]([CH3:30])[CH3:28])=[O:24])=[CH:20][CH:19]=2)[C:4]=1[CH3:27])#[N:2]. (2) Given the reactants [C:1]([O:5][C:6]([NH:8][NH:9][C@H:10]([C:14]([CH3:17])([CH3:16])[CH3:15])[CH2:11][CH:12]=[CH2:13])=[O:7])([CH3:4])([CH3:3])[CH3:2], predict the reaction product. The product is: [C:1]([O:5][C:6]([NH:8][NH:9][C@H:10]([C:14]([CH3:15])([CH3:17])[CH3:16])[CH2:11][CH2:12][CH3:13])=[O:7])([CH3:4])([CH3:3])[CH3:2]. (3) Given the reactants C1C=CC(P(C2C=CC=CC=2)C2C=CC=CC=2)=CC=1.[I:20]I.N1C=CN=C1.[Cl:27][C:28]1[CH:33]=[CH:32][C:31]([O:34][C:35]2[CH:42]=[CH:41][C:40]([CH2:43][CH2:44]O)=[CH:39][C:36]=2[C:37]#[N:38])=[CH:30][C:29]=1[C:46]([F:49])([F:48])[F:47], predict the reaction product. The product is: [Cl:27][C:28]1[CH:33]=[CH:32][C:31]([O:34][C:35]2[CH:42]=[CH:41][C:40]([CH2:43][CH2:44][I:20])=[CH:39][C:36]=2[C:37]#[N:38])=[CH:30][C:29]=1[C:46]([F:49])([F:48])[F:47]. (4) Given the reactants C(=O)([O-])[O-].[K+].[K+].[CH2:7]([N:14]1[CH2:19][CH2:18][CH:17]([N:20](C)[C:21](=O)C(F)(F)F)[CH2:16][CH2:15]1)[C:8]1[CH:13]=[CH:12][CH:11]=[CH:10][CH:9]=1, predict the reaction product. The product is: [CH2:7]([N:14]1[CH2:19][CH2:18][CH:17]([NH:20][CH3:21])[CH2:16][CH2:15]1)[C:8]1[CH:9]=[CH:10][CH:11]=[CH:12][CH:13]=1. (5) The product is: [CH3:14][C:15]1[CH:20]=[CH:19][N:18]=[C:17]([NH:21][C:11]([NH2:12])=[S:10])[N:16]=1. Given the reactants C(Cl)(=O)C1C=CC=CC=1.[S-:10][C:11]#[N:12].[NH4+].[CH3:14][C:15]1[CH:20]=[CH:19][N:18]=[C:17]([NH2:21])[N:16]=1, predict the reaction product. (6) Given the reactants [N+:1](=[CH:3][C:4]([O:6][CH2:7][CH3:8])=[O:5])=[N-:2].[CH2:9]([Si:11]([CH2:16][CH3:17])([CH2:14][CH3:15])[C:12]#[CH:13])[CH3:10], predict the reaction product. The product is: [CH2:12]([Si:11]([CH2:16][CH3:17])([CH2:14][CH3:15])[C:9]1[CH:10]=[C:3]([C:4]([O:6][CH2:7][CH3:8])=[O:5])[NH:1][N:2]=1)[CH3:13]. (7) Given the reactants [C:1]([O:5][C:6]([N:8]1[CH2:28][CH2:27][C:12]2=[C:13]([N:20]3[CH2:23][CH:22]([C:24](O)=[O:25])[CH2:21]3)[N:14]3[C:18]([N:19]=[C:11]2[CH2:10][CH2:9]1)=[CH:17][CH:16]=[N:15]3)=[O:7])([CH3:4])([CH3:3])[CH3:2].[Cl-].[F:30][C:31]1([F:38])[CH2:37][CH2:36][CH2:35][NH2+:34][CH2:33][CH2:32]1, predict the reaction product. The product is: [C:1]([O:5][C:6]([N:8]1[CH2:28][CH2:27][C:12]2=[C:13]([N:20]3[CH2:21][CH:22]([C:24]([N:34]4[CH2:35][CH2:36][CH2:37][C:31]([F:38])([F:30])[CH2:32][CH2:33]4)=[O:25])[CH2:23]3)[N:14]3[C:18]([N:19]=[C:11]2[CH2:10][CH2:9]1)=[CH:17][CH:16]=[N:15]3)=[O:7])([CH3:4])([CH3:3])[CH3:2]. (8) Given the reactants Br[C:2]1[CH:3]=[C:4]([F:34])[C:5]([O:26][CH2:27][C:28]2[CH:33]=[CH:32][CH:31]=[CH:30][CH:29]=2)=[C:6]2[C:10]=1[N:9]([C:11]1[CH:16]=[CH:15][C:14]([O:17][CH2:18][C:19]3[CH:24]=[CH:23][CH:22]=[CH:21][CH:20]=3)=[C:13]([F:25])[CH:12]=1)[CH:8]=[CH:7]2.C([SnH](CCCC)CCCC)CCC.CC(N=NC(C#N)(C)C)(C#N)C, predict the reaction product. The product is: [F:34][C:4]1[C:5]([O:26][CH2:27][C:28]2[CH:29]=[CH:30][CH:31]=[CH:32][CH:33]=2)=[C:6]2[C:10](=[CH:2][CH:3]=1)[N:9]([C:11]1[CH:16]=[CH:15][C:14]([O:17][CH2:18][C:19]3[CH:24]=[CH:23][CH:22]=[CH:21][CH:20]=3)=[C:13]([F:25])[CH:12]=1)[CH:8]=[CH:7]2. (9) Given the reactants [CH3:1][O:2][C:3]1[CH:4]=[C:5]([CH2:11][C:12]([OH:14])=O)[CH:6]=[CH:7][C:8]=1[O:9][CH3:10].[CH:15]1([NH2:18])[CH2:17][CH2:16]1, predict the reaction product. The product is: [CH:15]1([NH:18][C:12](=[O:14])[CH2:11][C:5]2[CH:6]=[CH:7][C:8]([O:9][CH3:10])=[C:3]([O:2][CH3:1])[CH:4]=2)[CH2:17][CH2:16]1. (10) Given the reactants [C:1]([C:4]1[CH:9]=[CH:8][N:7]=[C:6]([CH2:10][NH:11][C:12](=[O:18])[O:13][C:14]([CH3:17])([CH3:16])[CH3:15])[CH:5]=1)(=O)[NH2:2].CCN(CC)CC.C(OC(C(F)(F)F)=O)(C(F)(F)F)=O, predict the reaction product. The product is: [C:1]([C:4]1[CH:9]=[CH:8][N:7]=[C:6]([CH2:10][NH:11][C:12](=[O:18])[O:13][C:14]([CH3:16])([CH3:15])[CH3:17])[CH:5]=1)#[N:2].